Dataset: Forward reaction prediction with 1.9M reactions from USPTO patents (1976-2016). Task: Predict the product of the given reaction. (1) Given the reactants [Cl:1][C:2]1[CH:3]=[C:4]([C:8]2[O:12][N:11]=[C:10]([CH:13]([OH:15])[CH3:14])[CH:9]=2)[CH:5]=[CH:6][CH:7]=1.[C:16](OC=C)(=[O:18])[CH3:17], predict the reaction product. The product is: [C:16]([O:15][C@@H:13]([C:10]1[CH:9]=[C:8]([C:4]2[CH:5]=[CH:6][CH:7]=[C:2]([Cl:1])[CH:3]=2)[O:12][N:11]=1)[CH3:14])(=[O:18])[CH3:17]. (2) Given the reactants C[O:2][C:3](=O)[C:4]1[CH:9]=[CH:8][C:7]([C:10]2[CH:11]=[CH:12][C:13]3[C:18]([N:19]4[CH2:24][CH2:23][O:22][CH2:21][C@@H:20]4[CH3:25])=[N:17][C:16]([N:26]4[CH2:31][CH2:30][O:29][CH2:28][C@@H:27]4[CH3:32])=[N:15][C:14]=3[N:33]=2)=[CH:6][C:5]=1OC.CC(N(C)C)=O.[CH2:43]([NH2:46])[CH2:44][NH2:45].CC(N(C)C)=O, predict the reaction product. The product is: [CH3:32][C@H:27]1[CH2:28][O:29][CH2:30][CH2:31][N:26]1[C:16]1[N:17]=[C:18]([N:19]2[CH2:24][CH2:23][O:22][CH2:21][C@@H:20]2[CH3:25])[C:13]2[CH:12]=[CH:11][C:10]([C:7]3[CH:8]=[CH:9][C:4]4[C:3](=[O:2])[NH:46][CH2:43][CH2:44][NH:45][C:5]=4[CH:6]=3)=[N:33][C:14]=2[N:15]=1.